From a dataset of Experimentally validated miRNA-target interactions with 360,000+ pairs, plus equal number of negative samples. Binary Classification. Given a miRNA mature sequence and a target amino acid sequence, predict their likelihood of interaction. (1) The miRNA is mmu-miR-669c-5p with sequence AUAGUUGUGUGUGGAUGUGUGU. The protein sequence of the target gene is MPAAGSNEPDGVLSYQRPDEEAVVDQGGTSTILNIHYEKEELEGHRTLYVGVRMPLGRQSHRHHRTHGQKHRRRGRGKGASQGEEGLEALAHDTPSQRVQFILGTEEDEEHVPHELFTELDEICMKEGEDAEWKETARWLKFEEDVEDGGERWSKPYVATLSLHSLFELRSCLINGTVLLDMHANSIEEISDLILDQQELSSDLNDSMRVKVREALLKKHHHQNEKKRNNLIPIVRSFAEVGKKQSDPHLMDKHGQTVSPQSVPTTNLEVKNGVNCEHSPVDLSKVDLHFMKKIPTGAEA.... Result: 0 (no interaction). (2) The miRNA is hsa-miR-30c-2-3p with sequence CUGGGAGAAGGCUGUUUACUCU. The protein sequence of the target gene is MPPGPCAWPPRAALRLWLGCVCFALVQADSPSAPVNVTVRHLKANSAVVSWDVLEDEVVIGFAISQQKKDVRMLRFIQEVNTTTRSCALWDLEEDTEYIVHVQAISIQGQSPASEPVLFKTPREAEKMASKNKDEVTMKEMGRNQQLRTGEVLIIVVVLFMWAGVIALFCRQYDIIKDNEPNNNKEKTKSASETSTPEHQGGGLLRSKI. Result: 0 (no interaction). (3) The miRNA is mmu-miR-764-3p with sequence AGGAGGCCAUAGUGGCAACUGU. The protein sequence of the target gene is MARQPEEEETAVARARRPPLWLLCLVACWLLGAGAEADFSILDEAQVLASQMRRLAAEELGVVTMQRIFNSFVYTEKISNGESEVQQLAKKIREKFNRYLDVVNRNKQVVEASYTAHLTSPLTAIQDCCTIPPSMMEFDGNFNTNVSRTISCDRLSTTVNSRAFNPGRDLNSVLADNLKSNPGIKWQYFSSEEGIFTVFPAHKFRCKGSYEHRSRPIYVSTVRPQSKHIVVILDHGASVTDTQLQIAKDAAQVILSAIDEHDKISVLTVADTVRTCSLDQCYKTFLSPATSETKRKMSTF.... Result: 0 (no interaction). (4) The miRNA is hsa-miR-1266-5p with sequence CCUCAGGGCUGUAGAACAGGGCU. The protein sequence of the target gene is MEALGTGRDRTSQASATESLDLRRLSTRADSAYSSFSTASGDPETRTPSPGTERLPYLDWDYVRVVWGSQSPTSKDAVLSTTQRPVQAVAGHSDPRSPEVQGSPGPLNRQDTPLLYALAAEAEATAHTAEPPSPPASRDAYRQRLQGAQRRVLRETSFQRKEFRMSLPGRLRPAVPTRLPTAHVRSASSSQELGEEEPARTAVPALAAAGRGRLSSQQRQCCFSEPGKLHRVGWSGGPTGEDLRKDYSTQELQRGMHAKSKGLLETQSLSSTELNSGPADLGNAHRPAGRSQSVSGEVMG.... Result: 0 (no interaction). (5) The miRNA is hsa-miR-663a with sequence AGGCGGGGCGCCGCGGGACCGC. The protein sequence of the target gene is MGNIFGNLLKSLIGKKEMRILMVGLDAAGKTTILYKLKLGEIVTTIPTIGFNVETVEYKNISFTVWDVGGQDKIRPLWRHYFQNTQGLIFVVDSNDRERVNEAREELMRMLAEDELRDAVLLVFANKQDLPNAMNAAEITDKLGLHSLRHRNWYIQATCATSGDGLYEGLDWLANQLKNKK. Result: 0 (no interaction). (6) The miRNA is mmu-miR-129-2-3p with sequence AAGCCCUUACCCCAAAAAGCAU. The protein sequence of the target gene is MIPGNRMLMVVLLCQVLLGGASHASLIPETGKKKVAEIQGHAGGRRSGQSHELLRDFEATLLQMFGLRRRPQPSKSAVIPDYMRDLYRLQSGEEEEEEQSQGTGLEYPERPASRANTVRSFHHEEHLENIPGTSESSAFRFLFNLSSIPENEVISSAELRLFREQVDQGPDWEQGFHRINIYEVMKPPAEMVPGHLITRLLDTRLVHHNVTRWETFDVSPAVLRWTREKQPNYGLAIEVTHLHQTRTHQGQHVRISRSLPQGSGDWAQLRPLLVTFGHDGRGHTLTRRRAKRSPKHHPQR.... Result: 0 (no interaction).